From a dataset of Catalyst prediction with 721,799 reactions and 888 catalyst types from USPTO. Predict which catalyst facilitates the given reaction. (1) Reactant: F[C:2]1([CH:9]=[CH:8][CH:7]=[CH:6][CH2:5]1)[CH:3]=[CH2:4].C1C(=O)N([Br:17])C(=O)C1.[FH:18].[FH:19].F.C(N(CC)CC)C.C([O-])(O)=O.[Na+]. Product: [Br:17][CH2:4][CH:3]([C:2]1[CH:9]=[CH:8][CH:7]=[CH:6][C:5]=1[F:19])[F:18]. The catalyst class is: 2. (2) Reactant: C(O)(=O)C.[NH:5]1[CH2:10][CH2:9][CH:8]([O:11][C:12]2[CH:13]=[C:14]3[C:19](=[CH:20][CH:21]=2)[C:18]([NH2:22])=[N:17][CH:16]=[CH:15]3)[CH2:7][CH2:6]1.[CH:23](=O)[C:24]1[CH:29]=[CH:28][CH:27]=[CH:26][CH:25]=1.C(O[BH-](OC(=O)C)OC(=O)C)(=O)C.[Na+]. Product: [CH2:23]([N:5]1[CH2:10][CH2:9][CH:8]([O:11][C:12]2[CH:13]=[C:14]3[C:19](=[CH:20][CH:21]=2)[C:18]([NH2:22])=[N:17][CH:16]=[CH:15]3)[CH2:7][CH2:6]1)[C:24]1[CH:29]=[CH:28][CH:27]=[CH:26][CH:25]=1. The catalyst class is: 35.